Dataset: Forward reaction prediction with 1.9M reactions from USPTO patents (1976-2016). Task: Predict the product of the given reaction. Given the reactants C([O-])([O-])=O.[K+].[K+].Cl[C:8]([O:10][CH2:11][CH3:12])=[O:9].[NH2:13][CH2:14][CH2:15][CH:16]1[CH2:20][CH2:19][CH:18]([CH2:21][CH2:22][C:23]2[CH:28]=[C:27]([F:29])[CH:26]=[CH:25][C:24]=2[O:30][CH3:31])[O:17]1.C([O-])(O)=O.[Na+], predict the reaction product. The product is: [CH2:11]([O:10][C:8](=[O:9])[NH:13][CH2:14][CH2:15][CH:16]1[CH2:20][CH2:19][CH:18]([CH2:21][CH2:22][C:23]2[CH:28]=[C:27]([F:29])[CH:26]=[CH:25][C:24]=2[O:30][CH3:31])[O:17]1)[CH3:12].